Task: Predict the reactants needed to synthesize the given product.. Dataset: Full USPTO retrosynthesis dataset with 1.9M reactions from patents (1976-2016) (1) Given the product [F:1][C:2]1[CH:29]=[CH:28][C:5]([CH2:6][NH:7][C:8]([C:10]2([CH2:23][CH2:24][CH2:25][CH2:26][N:36]3[C@H:35]([CH3:37])[CH2:34][N:33]([C:38]4[O:39][C:40]5[CH:46]=[CH:45][CH:44]=[CH:43][C:41]=5[N:42]=4)[CH2:32][C@@H:31]3[CH3:30])[C:22]3[CH:21]=[CH:20][CH:19]=[CH:18][C:17]=3[C:16]3[C:11]2=[CH:12][CH:13]=[CH:14][CH:15]=3)=[O:9])=[CH:4][CH:3]=1, predict the reactants needed to synthesize it. The reactants are: [F:1][C:2]1[CH:29]=[CH:28][C:5]([CH2:6][NH:7][C:8]([C:10]2([CH2:23][CH2:24][CH2:25][CH2:26]Br)[C:22]3[CH:21]=[CH:20][CH:19]=[CH:18][C:17]=3[C:16]3[C:11]2=[CH:12][CH:13]=[CH:14][CH:15]=3)=[O:9])=[CH:4][CH:3]=1.[CH3:30][C@H:31]1[NH:36][C@@H:35]([CH3:37])[CH2:34][N:33]([C:38]2[O:39][C:40]3[CH:46]=[CH:45][CH:44]=[CH:43][C:41]=3[N:42]=2)[CH2:32]1. (2) Given the product [CH2:51]([O:55][C:56]1[CH:57]=[CH:58][C:59]([C:60]([NH:50][C:47]2[CH:48]=[CH:49][C:44]([O:43][CH2:42][C@H:32]3[C@@H:41]4[N:36]([CH2:37][CH2:38][CH2:39][CH2:40]4)[CH2:35][CH2:34][CH2:33]3)=[CH:45][CH:46]=2)=[O:61])=[CH:63][CH:64]=1)[CH2:52][CH2:53][CH3:54], predict the reactants needed to synthesize it. The reactants are: [B-](F)(F)(F)F.CCOC(C(C#N)=NOC(N(C)C)=[N+](C)C)=O.C(N(C(C)C)C(C)C)C.[C@H:32]1([CH2:42][O:43][C:44]2[CH:49]=[CH:48][C:47]([NH2:50])=[CH:46][CH:45]=2)[C@@H:41]2[N:36]([CH2:37][CH2:38][CH2:39][CH2:40]2)[CH2:35][CH2:34][CH2:33]1.[CH2:51]([O:55][C:56]1[CH:64]=[CH:63][C:59]([C:60](O)=[O:61])=[CH:58][CH:57]=1)[CH2:52][CH2:53][CH3:54]. (3) Given the product [CH3:1][C:2]1([CH3:9])[O:6][CH:5]([CH2:7][O:8][CH2:14][C:13]#[CH:12])[CH2:4][O:3]1, predict the reactants needed to synthesize it. The reactants are: [CH3:1][C:2]1([CH3:9])[O:6][CH:5]([CH2:7][OH:8])[CH2:4][O:3]1.[H-].[Na+].[CH2:12](Br)[C:13]#[CH:14]. (4) Given the product [Cl:16][C:4]1[C:5](=[O:15])[N:6]([C:9]2[CH:14]=[CH:13][CH:12]=[CH:11][CH:10]=2)[N:7]([CH3:8])[C:3]=1[CH2:1][CH3:2], predict the reactants needed to synthesize it. The reactants are: [CH2:1]([C:3]1[N:7]([CH3:8])[N:6]([C:9]2[CH:14]=[CH:13][CH:12]=[CH:11][CH:10]=2)[C:5](=[O:15])[CH:4]=1)[CH3:2].[Cl:16]N1C(=O)CCC1=O. (5) Given the product [CH3:8][C:7]1[CH:6]=[CH:5][CH:4]=[C:3]([CH2:9][CH:11]=[CH2:14])[C:2]=1[CH3:1], predict the reactants needed to synthesize it. The reactants are: [CH3:1][C:2]1[C:7]([CH3:8])=[CH:6][CH:5]=[CH:4][C:3]=1[C:9](O)([CH3:11])C.O.[C:14]1(C)C=CC(S(O)(=O)=O)=CC=1.